From a dataset of Forward reaction prediction with 1.9M reactions from USPTO patents (1976-2016). Predict the product of the given reaction. (1) The product is: [C:1]([O:5][C:6]([N:8]1[CH2:13][CH2:12][N:11]([CH:14]2[CH2:17][CH2:16][CH2:15]2)[CH2:10][CH2:9]1)=[O:7])([CH3:4])([CH3:2])[CH3:3]. Given the reactants [C:1]([O:5][C:6]([N:8]1[CH2:13][CH2:12][NH:11][CH2:10][CH2:9]1)=[O:7])([CH3:4])([CH3:3])[CH3:2].[C:14]1(=O)[CH2:17][CH2:16][CH2:15]1.C(O[BH-](OC(=O)C)OC(=O)C)(=O)C.[Na+], predict the reaction product. (2) Given the reactants C(NC(C)C)(C)C.[Li]CCCC.[Br:13][C:14]1[CH:21]=[CH:20][C:17]([C:18]#N)=[C:16]([CH3:22])[CH:15]=1.[BH4-].[Na+].[OH:25]S(O)(=O)=O.C1[CH2:34][O:33]CC1, predict the reaction product. The product is: [Br:13][C:14]1[CH:15]=[C:16]2[C:17](=[CH:20][CH:21]=1)[C:18](=[O:25])[O:33][CH2:34][CH2:22]2. (3) Given the reactants [C:1]([NH:5][C:6](=[O:25])[C:7]1[CH:12]=[C:11]([O:13][C:14]2[CH:19]=[CH:18][C:17]([N+:20]([O-])=O)=[CH:16][C:15]=2[Cl:23])[CH:10]=[N:9][C:8]=1[CH3:24])([CH3:4])([CH3:3])[CH3:2], predict the reaction product. The product is: [NH2:20][C:17]1[CH:18]=[CH:19][C:14]([O:13][C:11]2[CH:10]=[N:9][C:8]([CH3:24])=[C:7]([CH:12]=2)[C:6]([NH:5][C:1]([CH3:4])([CH3:3])[CH3:2])=[O:25])=[C:15]([Cl:23])[CH:16]=1. (4) Given the reactants Cl[C:2]1[N:7]=[C:6]([CH3:8])[N:5]=[C:4]([N:9]([CH3:19])[C:10]2[C:15]([CH3:16])=[CH:14][C:13]([CH3:17])=[CH:12][C:11]=2[CH3:18])[C:3]=1[CH3:20].[CH2:21]([NH:25][CH2:26][CH3:27])[CH2:22][CH2:23][CH3:24], predict the reaction product. The product is: [CH2:21]([N:25]([CH2:26][CH3:27])[C:2]1[C:3]([CH3:20])=[C:4]([N:9]([CH3:19])[C:10]2[C:15]([CH3:16])=[CH:14][C:13]([CH3:17])=[CH:12][C:11]=2[CH3:18])[N:5]=[C:6]([CH3:8])[N:7]=1)[CH2:22][CH2:23][CH3:24].